From a dataset of Forward reaction prediction with 1.9M reactions from USPTO patents (1976-2016). Predict the product of the given reaction. (1) Given the reactants C([N:4]([C:40]1[CH:45]=[CH:44][C:43]([Cl:46])=[CH:42][CH:41]=1)[C@H:5]1[C:14]2[C:9](=[CH:10][CH:11]=[CH:12][CH:13]=2)[N:8]([C:15]([C:17]2[CH:38]=[CH:37][C:20]([O:21][CH2:22][CH2:23][CH:24]([NH:29][C:30](OC(C)(C)C)=O)[C:25]([O:27][CH3:28])=[O:26])=[CH:19][CH:18]=2)=[O:16])[C@@H:7]([CH3:39])[CH2:6]1)(=O)C.Cl.[C:48](O[BH-](OC(=O)C)OC(=O)C)(=O)[CH3:49].[Na+].[CH:62](=[O:64])[CH3:63].Cl[CH2:66]Cl, predict the reaction product. The product is: [C:62]([N:4]([C:40]1[CH:45]=[CH:44][C:43]([Cl:46])=[CH:42][CH:41]=1)[C@H:5]1[C:14]2[C:9](=[CH:10][CH:11]=[CH:12][CH:13]=2)[N:8]([C:15]([C:17]2[CH:38]=[CH:37][C:20]([O:21][CH2:22][CH2:23][CH:24]([N:29]([CH2:30][CH3:66])[CH2:48][CH3:49])[C:25]([O:27][CH3:28])=[O:26])=[CH:19][CH:18]=2)=[O:16])[C@@H:7]([CH3:39])[CH2:6]1)(=[O:64])[CH3:63]. (2) Given the reactants CS(O)(=O)=O.[NH2:6][CH2:7][C:8]1[CH:9]=[C:10]2[C:14](=[CH:15][CH:16]=1)[C:13](=[O:17])[N:12]([CH:18]1[CH2:23][CH2:22][C:21](=[O:24])[NH:20][C:19]1=[O:25])[CH2:11]2.[Cl:26][C:27]1[CH:35]=[CH:34][C:30]([C:31](Cl)=[O:32])=[CH:29][CH:28]=1.Cl, predict the reaction product. The product is: [Cl:26][C:27]1[CH:35]=[CH:34][C:30]([C:31]([NH:6][CH2:7][C:8]2[CH:9]=[C:10]3[C:14](=[CH:15][CH:16]=2)[C:13](=[O:17])[N:12]([CH:18]2[CH2:23][CH2:22][C:21](=[O:24])[NH:20][C:19]2=[O:25])[CH2:11]3)=[O:32])=[CH:29][CH:28]=1. (3) Given the reactants [F:1][C:2]1([F:37])[O:6][C:5]2[CH:7]=[CH:8][C:9]([C:11]3([C:14]([NH:16][CH:17]4[C:26]5[C:21](=[CH:22][CH:23]=[CH:24][CH:25]=5)[O:20][C@@H:19]([C:27]5[CH:28]=[C:29]([CH:34]=[CH:35][CH:36]=5)[C:30](OC)=[O:31])[CH2:18]4)=[O:15])[CH2:13][CH2:12]3)=[CH:10][C:4]=2[O:3]1.CO.[BH4-].[Na+], predict the reaction product. The product is: [F:37][C:2]1([F:1])[O:6][C:5]2[CH:7]=[CH:8][C:9]([C:11]3([C:14]([NH:16][CH:17]4[C:26]5[C:21](=[CH:22][CH:23]=[CH:24][CH:25]=5)[O:20][C@@H:19]([C:27]5[CH:36]=[CH:35][CH:34]=[C:29]([CH2:30][OH:31])[CH:28]=5)[CH2:18]4)=[O:15])[CH2:13][CH2:12]3)=[CH:10][C:4]=2[O:3]1. (4) Given the reactants [F:1][C:2]([F:10])([F:9])[C:3]1[CH:8]=[CH:7][CH:6]=[CH:5][N:4]=1.C1C=C(Cl)C=C(C(OO)=[O:19])C=1, predict the reaction product. The product is: [F:1][C:2]([F:10])([F:9])[C:3]1[CH:8]=[CH:7][CH:6]=[CH:5][N+:4]=1[O-:19].